Dataset: Forward reaction prediction with 1.9M reactions from USPTO patents (1976-2016). Task: Predict the product of the given reaction. (1) Given the reactants [F:1][C:2]([F:24])([F:23])[C:3]1[CH:8]=[C:7]([N:9]2[CH2:14][CH2:13][CH:12]([NH:15]C(=O)OC(C)(C)C)[CH2:11][CH2:10]2)[CH:6]=[CH:5][N:4]=1.Cl, predict the reaction product. The product is: [F:24][C:2]([F:1])([F:23])[C:3]1[CH:8]=[C:7]([N:9]2[CH2:10][CH2:11][CH:12]([NH2:15])[CH2:13][CH2:14]2)[CH:6]=[CH:5][N:4]=1. (2) Given the reactants [Cl:1][C:2]1[CH:7]=[C:6]([NH:8][C:9]2[C:18]3[C:13](=[CH:14][CH:15]=[CH:16][C:17]=3F)[N:12]=[CH:11][N:10]=2)[CH:5]=[CH:4][C:3]=1[OH:20].[NH:21]1[CH2:25][CH2:24][CH2:23][C@H:22]1[CH2:26][OH:27], predict the reaction product. The product is: [Cl:1][C:2]1[CH:7]=[C:6]([NH:8][C:9]2[C:18]3[C:13](=[CH:14][CH:15]=[CH:16][C:17]=3[O:27][CH2:26][C@@H:22]3[CH2:23][CH2:24][CH2:25][NH:21]3)[N:12]=[CH:11][N:10]=2)[CH:5]=[CH:4][C:3]=1[OH:20]. (3) The product is: [CH3:1][O:2][C:3](=[O:23])[CH:4]([N:8]([S:9]([C:12]1[CH:13]=[CH:14][C:15]([O:18][CH2:19][C:20]#[C:21][CH3:22])=[CH:16][CH:17]=1)(=[O:11])=[O:10])[CH2:25][CH3:26])[CH:5]([CH3:7])[CH3:6]. Given the reactants [CH3:1][O:2][C:3](=[O:23])[CH:4]([NH:8][S:9]([C:12]1[CH:17]=[CH:16][C:15]([O:18][CH2:19][C:20]#[C:21][CH3:22])=[CH:14][CH:13]=1)(=[O:11])=[O:10])[CH:5]([CH3:7])[CH3:6].I[CH2:25][CH3:26], predict the reaction product. (4) The product is: [Br:21][C:8]1[C:13]([I:14])=[CH:12][CH:11]=[CH:10][C:9]=1[F:15]. Given the reactants C(OC(=O)N[C:8]1[C:13]([I:14])=[CH:12][CH:11]=[CH:10][C:9]=1[F:15])(C)(C)C.N([O-])=O.[Na+].[BrH:21], predict the reaction product. (5) Given the reactants C(O[C:4]([C:6]1[CH:7]=[C:8]2[C:12](=[CH:13][CH:14]=1)[NH:11][N:10]=[C:9]2[C:15]1[CH:24]=[CH:23][C:22]2[C:17](=[CH:18][CH:19]=[C:20]([O:25][CH2:26][CH2:27][N:28]3[CH2:32][CH2:31][CH2:30][CH2:29]3)[CH:21]=2)[CH:16]=1)=[NH:5])C.[C:33]([NH:39][NH2:40])(=O)[C:34]([CH3:37])([CH3:36])[CH3:35], predict the reaction product. The product is: [C:34]([C:33]1[NH:39][N:40]=[C:4]([C:6]2[CH:7]=[C:8]3[C:12](=[CH:13][CH:14]=2)[NH:11][N:10]=[C:9]3[C:15]2[CH:24]=[CH:23][C:22]3[C:17](=[CH:18][CH:19]=[C:20]([O:25][CH2:26][CH2:27][N:28]4[CH2:29][CH2:30][CH2:31][CH2:32]4)[CH:21]=3)[CH:16]=2)[N:5]=1)([CH3:37])([CH3:36])[CH3:35]. (6) Given the reactants [NH:1]1[C:9]2[C:4](=[CH:5][C:6]([NH2:10])=[CH:7][CH:8]=2)[CH:3]=[CH:2]1.[CH:11]([O:14][C:15](Cl)=[O:16])([CH3:13])[CH3:12], predict the reaction product. The product is: [NH:1]1[C:9]2[C:4](=[CH:5][C:6]([NH:10][C:15](=[O:16])[O:14][CH:11]([CH3:13])[CH3:12])=[CH:7][CH:8]=2)[CH:3]=[CH:2]1. (7) Given the reactants [N+:1]([C:4]1[CH:23]=[CH:22][C:7]([O:8][C:9]2[N:14]=[CH:13][N:12]=[C:11]([NH:15][C:16]3[CH:21]=[CH:20][CH:19]=[CH:18][CH:17]=3)[CH:10]=2)=[CH:6][CH:5]=1)([O-])=O.[Cl-].[NH4+].C(O)C.O, predict the reaction product. The product is: [NH2:1][C:4]1[CH:23]=[CH:22][C:7]([O:8][C:9]2[N:14]=[CH:13][N:12]=[C:11]([NH:15][C:16]3[CH:21]=[CH:20][CH:19]=[CH:18][CH:17]=3)[CH:10]=2)=[CH:6][CH:5]=1. (8) Given the reactants [Cl:1][C:2]1[CH:7]=[CH:6][C:5]([S:8]([NH:11][C:12]2[C:13]([C:19]([C:21]3[C:22]([O:27]C)=[N:23][CH:24]=[CH:25][CH:26]=3)=[O:20])=[N:14][CH:15]=[C:16]([Cl:18])[CH:17]=2)(=[O:10])=[O:9])=[CH:4][C:3]=1[C:29]([F:32])([F:31])[F:30].C([O-])(O)=O.[Na+], predict the reaction product. The product is: [Cl:1][C:2]1[CH:7]=[CH:6][C:5]([S:8]([NH:11][C:12]2[C:13]([C:19]([C:21]3[C:22]([OH:27])=[N:23][CH:24]=[CH:25][CH:26]=3)=[O:20])=[N:14][CH:15]=[C:16]([Cl:18])[CH:17]=2)(=[O:9])=[O:10])=[CH:4][C:3]=1[C:29]([F:32])([F:30])[F:31].